Task: Predict the reaction yield, written as a fraction of the theoretical maximum amount of product (1.0 means a 100% yield; for example, 0.34 means a 34% yield).. Dataset: Reaction yield outcomes from USPTO patents with 853,638 reactions The reactants are [CH2:1]([Li])CCC.[NH2:6][C:7]1[N:8]=[C:9]([CH:30]=[CH2:31])[C:10]([C:20]2[CH:27]=[CH:26][C:25]([O:28][CH3:29])=[CH:24][C:21]=2[CH:22]=O)=[N:11][C:12]=1[CH2:13][C:14]1[CH:19]=[CH:18][CH:17]=[CH:16][CH:15]=1.O. The catalyst is [Br-].C[P+](C1C=CC=CC=1)(C1C=CC=CC=1)C1C=CC=CC=1.C1COCC1. The product is [NH2:6][C:7]1[C:12]([CH2:13][C:14]2[CH:15]=[CH:16][CH:17]=[CH:18][CH:19]=2)=[N:11][C:10]([C:20]2[CH:27]=[CH:26][C:25]([O:28][CH3:29])=[CH:24][C:21]=2[CH:22]=[CH2:1])=[C:9]([CH:30]=[CH2:31])[N:8]=1. The yield is 0.658.